This data is from Peptide-MHC class I binding affinity with 185,985 pairs from IEDB/IMGT. The task is: Regression. Given a peptide amino acid sequence and an MHC pseudo amino acid sequence, predict their binding affinity value. This is MHC class I binding data. (1) The peptide sequence is HPVGEADYFEY. The MHC is HLA-B51:01 with pseudo-sequence HLA-B51:01. The binding affinity (normalized) is 0.0847. (2) The peptide sequence is GPLLVLQA. The MHC is H-2-Ld with pseudo-sequence H-2-Ld. The binding affinity (normalized) is 0. (3) The peptide sequence is SMGKEAPQF. The MHC is Mamu-B1001 with pseudo-sequence Mamu-B1001. The binding affinity (normalized) is 0. (4) The MHC is Mamu-B08 with pseudo-sequence Mamu-B08. The peptide sequence is YVFPVIFSK. The binding affinity (normalized) is 0.